This data is from Forward reaction prediction with 1.9M reactions from USPTO patents (1976-2016). The task is: Predict the product of the given reaction. Given the reactants [Cl:1][C:2]1[CH:7]=[CH:6][C:5]([C:8]([CH3:20])([CH3:19])[C:9]([NH:11][NH:12][C:13](=[O:18])[CH2:14][C:15](=O)[CH3:16])=[O:10])=[CH:4][CH:3]=1.[NH2:21][CH2:22][C:23]([C:25]1[CH:30]=[CH:29]C=CC=1)=O.[O-]S(C(F)(F)F)(=O)=O.[Yb+3].[O-]S(C(F)(F)F)(=O)=O.[O-]S([C:52](F)(F)F)(=O)=O.[CH2:56](OCC)[CH3:57], predict the reaction product. The product is: [Cl:1][C:2]1[CH:7]=[CH:6][C:5]([C:8]([CH3:20])([CH3:19])[C:9]([NH:11][NH:12][C:13]([C:14]2[C:56]([CH3:57])=[N:21][C:22]3[C:16]([C:15]=2[CH3:52])=[CH:29][CH:30]=[CH:25][CH:23]=3)=[O:18])=[O:10])=[CH:4][CH:3]=1.